This data is from Reaction yield outcomes from USPTO patents with 853,638 reactions. The task is: Predict the reaction yield, written as a fraction of the theoretical maximum amount of product (1.0 means a 100% yield; for example, 0.34 means a 34% yield). (1) The reactants are Br[C:2]1[CH:3]=[C:4]2[C:8]3=[C:9]([CH2:11][CH2:12][N:7]3[C@H:6]3[CH2:13][CH2:14][N:15]([C:17]([O:19][C:20]([CH3:23])([CH3:22])[CH3:21])=[O:18])[CH2:16][C@@H:5]23)[CH:10]=1.[CH2:24]([O:26][C:27]1[CH:32]=[CH:31][C:30](B(O)O)=[C:29]([C:36]([F:39])([F:38])[F:37])[CH:28]=1)[CH3:25]. The catalyst is COCCOC.O.C1C=CC([P]([Pd]([P](C2C=CC=CC=2)(C2C=CC=CC=2)C2C=CC=CC=2)([P](C2C=CC=CC=2)(C2C=CC=CC=2)C2C=CC=CC=2)[P](C2C=CC=CC=2)(C2C=CC=CC=2)C2C=CC=CC=2)(C2C=CC=CC=2)C2C=CC=CC=2)=CC=1. The product is [CH2:24]([O:26][C:27]1[CH:32]=[CH:31][C:30]([C:2]2[CH:3]=[C:4]3[C:8]4=[C:9]([CH2:11][CH2:12][N:7]4[C@H:6]4[CH2:13][CH2:14][N:15]([C:17]([O:19][C:20]([CH3:21])([CH3:22])[CH3:23])=[O:18])[CH2:16][C@@H:5]34)[CH:10]=2)=[C:29]([C:36]([F:37])([F:38])[F:39])[CH:28]=1)[CH3:25]. The yield is 0.570. (2) The reactants are C1([O:7][C:8](=O)[N:9]([C:19]2[CH:24]=[C:23]([O:25][C:26]3[CH:31]=[CH:30][C:29]([NH:32][C:33]([C:35]4([C:38](=[O:47])[NH:39][C:40]5[CH:45]=[CH:44][C:43]([F:46])=[CH:42][CH:41]=5)[CH2:37][CH2:36]4)=[O:34])=[CH:28][C:27]=3[F:48])[CH:22]=[CH:21][N:20]=2)C(OC2C=CC=CC=2)=O)C=CC=CC=1.Cl.Cl.[N:52]1([CH2:56][CH:57]2[CH2:62][CH2:61][NH:60][CH2:59][CH2:58]2)[CH2:55][CH2:54][CH2:53]1.C(N(CC)CC)C. The catalyst is CN(C)C=O. The product is [N:52]1([CH2:56][CH:57]2[CH2:62][CH2:61][N:60]([C:8]([NH:9][C:19]3[CH:24]=[C:23]([O:25][C:26]4[CH:31]=[CH:30][C:29]([NH:32][C:33]([C:35]5([C:38]([NH:39][C:40]6[CH:41]=[CH:42][C:43]([F:46])=[CH:44][CH:45]=6)=[O:47])[CH2:37][CH2:36]5)=[O:34])=[CH:28][C:27]=4[F:48])[CH:22]=[CH:21][N:20]=3)=[O:7])[CH2:59][CH2:58]2)[CH2:55][CH2:54][CH2:53]1. The yield is 0.920. (3) The reactants are Cl.[CH2:2]([NH:9][OH:10])[C:3]1[CH:8]=[CH:7][CH:6]=[CH:5][CH:4]=1.C(N(CC)CC)C.[CH:18]1(/[CH:22]=[CH:23]/[C:24](OCC)=[O:25])[CH2:21][CH2:20][CH2:19]1. The catalyst is ClCCl.O. The product is [CH2:2]([N:9]1[CH:22]([CH:18]2[CH2:21][CH2:20][CH2:19]2)[CH2:23][C:24](=[O:25])[O:10]1)[C:3]1[CH:8]=[CH:7][CH:6]=[CH:5][CH:4]=1. The yield is 0.860. (4) The reactants are [Cl:1][C:2]1[CH:3]=[CH:4][C:5]([CH3:8])=[N:6][CH:7]=1.[Br:9]N1C(=O)CCC1=O.N(C(C)(C)C#N)=NC(C)(C)C#N. The catalyst is C(Cl)(Cl)(Cl)Cl. The product is [Br:9][CH2:8][C:5]1[CH:4]=[CH:3][C:2]([Cl:1])=[CH:7][N:6]=1. The yield is 0.600. (5) The reactants are [C:1]([O:4][CH2:5][C:6]1[O:10][N:9]=[C:8]([CH3:11])[CH:7]=1)(=[O:3])[CH3:2].CC(O)=O.[Br:16]N1C(=O)CCC1=O.OS(O)(=O)=O.C([O-])(O)=O.[Na+]. No catalyst specified. The product is [C:1]([O:4][CH2:5][C:6]1[O:10][N:9]=[C:8]([CH3:11])[C:7]=1[Br:16])(=[O:3])[CH3:2]. The yield is 0.880. (6) The reactants are [F:1][C:2]([F:22])([F:21])[C:3]1[CH:20]=[CH:19][C:6](/[CH:7]=[N:8]/[C:9]2[CH:17]=[CH:16][CH:15]=[C:14]3[C:10]=2[CH2:11][O:12][C:13]3=[O:18])=[CH:5][CH:4]=1.[CH3:23][N:24]1[CH:28]=[CH:27][N:26]=[C:25]1[CH:29]=O.[O-:31][CH2:32][CH3:33].[Na+].C(O)C. The catalyst is C(OCC)(=O)CC. The product is [CH3:23][N:24]1[CH:28]=[CH:27][N:26]=[C:25]1[CH:29]1[C:11](=[O:12])[C:10]2[C:14]([C:13]([O:31][CH2:32][CH3:33])=[O:18])=[CH:15][CH:16]=[CH:17][C:9]=2[NH:8][CH:7]1[C:6]1[CH:5]=[CH:4][C:3]([C:2]([F:21])([F:1])[F:22])=[CH:20][CH:19]=1. The yield is 0.0800.